Dataset: Full USPTO retrosynthesis dataset with 1.9M reactions from patents (1976-2016). Task: Predict the reactants needed to synthesize the given product. (1) Given the product [C:26](/[CH:27]=[CH:28]/[C:29]1[CH:30]=[CH:31][C:32]([O:40][C:18]([N:11]2[C:12]3[C:17](=[CH:16][CH:15]=[CH:14][CH:13]=3)/[C:9](=[CH:8]/[C:3]3[NH:4][C:5]([CH3:7])=[CH:6][C:2]=3[CH3:1])/[C:10]2=[O:25])=[O:19])=[CH:33][CH:34]=1)([OH:36])=[O:35], predict the reactants needed to synthesize it. The reactants are: [CH3:1][C:2]1[CH:6]=[C:5]([CH3:7])[NH:4][C:3]=1/[CH:8]=[C:9]1\[C:10](=[O:25])[N:11]([C:18](N2C=CN=C2)=[O:19])[C:12]2[C:17]\1=[CH:16][CH:15]=[CH:14][CH:13]=2.[C:26]([OH:36])(=[O:35])[CH:27]=[CH:28][C:29]1[CH:34]=[CH:33][CH:32]=[CH:31][CH:30]=1.C1C[O:40]CC1. (2) Given the product [CH3:29][C:23]1[C:24]([CH3:28])=[CH:25][CH:26]=[CH:27][C:22]=1[C:20]1[N:19]=[C:18]([NH2:30])[N:17]=[C:16]([NH:14][CH2:13][CH2:12][C:9]2[N:8]=[C:7]([C:4]3[CH:3]=[CH:2][N:1]=[CH:6][CH:5]=3)[NH:11][N:10]=2)[CH:21]=1, predict the reactants needed to synthesize it. The reactants are: [N:1]1[CH:6]=[CH:5][C:4]([C:7]2[NH:11][N:10]=[C:9]([CH2:12][CH2:13][NH2:14])[N:8]=2)=[CH:3][CH:2]=1.Cl[C:16]1[CH:21]=[C:20]([C:22]2[CH:27]=[CH:26][CH:25]=[C:24]([CH3:28])[C:23]=2[CH3:29])[N:19]=[C:18]([NH2:30])[N:17]=1. (3) Given the product [CH3:55][O:54][C:52](=[O:53])[NH:51][CH:47]([C:46]([N:101]1[CH2:102][CH2:103][CH2:104][CH:100]1[C:97]1[NH:96][C:95]([C:92]2[CH:93]=[CH:94][C:89]([C:86]3[CH:87]=[CH:88][C:83]([C:80]4[NH:79][C:78]([CH:74]5[CH2:75][CH2:76][CH2:77][N:73]5[C:71](=[O:72])[CH:62]([NH:61][C:60]([O:59][CH3:58])=[O:105])[CH2:63][CH2:64][O:65][CH2:66][C:67]([F:70])([F:68])[F:69])=[N:82][CH:81]=4)=[CH:84][CH:85]=3)=[CH:90][CH:91]=2)=[CH:99][N:98]=1)=[O:56])[CH:48]([CH3:50])[CH3:49], predict the reactants needed to synthesize it. The reactants are: COC(=O)NC(C(N1CCCC1C1NC(C2C=CC(C3C=CC(C4NC(C5CCCN5[C:46](=[O:56])[CH:47]([NH:51][C:52]([O:54][CH3:55])=[O:53])[CH:48]([CH3:50])[CH3:49])=NC=4)=CC=3)=CC=2)=CN=1)=O)CCC(F)(F)F.[CH3:58][O:59][C:60](=[O:105])[NH:61][CH:62]([C:71]([N:73]1[CH2:77][CH2:76][CH2:75][CH:74]1[C:78]1[NH:79][C:80]([C:83]2[CH:88]=[CH:87][C:86]([C:89]3[CH:94]=[CH:93][C:92]([C:95]4[NH:96][C:97]([CH:100]5[CH2:104][CH2:103][CH2:102][NH:101]5)=[N:98][CH:99]=4)=[CH:91][CH:90]=3)=[CH:85][CH:84]=2)=[CH:81][N:82]=1)=[O:72])[CH2:63][CH2:64][O:65][CH2:66][C:67]([F:70])([F:69])[F:68]. (4) Given the product [CH:19]1([N:7]2[CH2:8][CH2:9][C:10]3[S:1][C:2]([C:11]4[N:16]=[CH:15][C:14]([C:17]#[N:18])=[CH:13][CH:12]=4)=[N:3][C:4]=3[CH2:5][CH2:6]2)[CH2:22][CH2:21][CH2:20]1, predict the reactants needed to synthesize it. The reactants are: [S:1]1[C:10]2[CH2:9][CH2:8][NH:7][CH2:6][CH2:5][C:4]=2[N:3]=[C:2]1[C:11]1[N:16]=[CH:15][C:14]([C:17]#[N:18])=[CH:13][CH:12]=1.[C:19]1(=O)[CH2:22][CH2:21][CH2:20]1.C(O[BH-](OC(=O)C)OC(=O)C)(=O)C.[Na+]. (5) Given the product [CH3:1][O:2][C:3]1[CH:4]=[C:5]2[C:9](=[CH:10][CH:11]=1)[N:8]([CH2:12][C:13]1[CH:14]=[C:15]([CH:20]=[CH:21][CH:22]=1)[C:16]([OH:18])=[O:17])[C:7]([C:23]1[CH:28]=[CH:27][CH:26]=[CH:25][CH:24]=1)=[CH:6]2, predict the reactants needed to synthesize it. The reactants are: [CH3:1][O:2][C:3]1[CH:4]=[C:5]2[C:9](=[CH:10][CH:11]=1)[N:8]([CH2:12][C:13]1[CH:14]=[C:15]([CH:20]=[CH:21][CH:22]=1)[C:16]([O:18]C)=[O:17])[C:7]([C:23]1[CH:28]=[CH:27][CH:26]=[CH:25][CH:24]=1)=[CH:6]2.[OH-].[Na+].Cl. (6) Given the product [CH3:11][S:12]([O:7][CH2:6][CH2:5][C:4]1[CH:8]=[CH:9][CH:10]=[C:2]([NH:1][S:12]([CH3:11])(=[O:14])=[O:13])[CH:3]=1)(=[O:14])=[O:13], predict the reactants needed to synthesize it. The reactants are: [NH2:1][C:2]1[CH:3]=[C:4]([CH:8]=[CH:9][CH:10]=1)[CH2:5][CH2:6][OH:7].[CH3:11][S:12](Cl)(=[O:14])=[O:13]. (7) Given the product [CH3:38][N:39]1[CH2:44][CH2:43][N:42]([C:2]2[CH:3]=[N:4][C:5]([C:8]3[CH:9]=[C:10]([CH:27]=[CH:28][CH:29]=3)[CH2:11][C:12]3[N:16]4[N:17]=[C:18]([C:21]5[CH:22]=[N:23][N:24]([CH3:26])[CH:25]=5)[CH:19]=[CH:20][C:15]4=[N:14][N:13]=3)=[N:6][CH:7]=2)[CH2:41][CH2:40]1, predict the reactants needed to synthesize it. The reactants are: I[C:2]1[CH:3]=[N:4][C:5]([C:8]2[CH:9]=[C:10]([CH:27]=[CH:28][CH:29]=2)[CH2:11][C:12]2[N:16]3[N:17]=[C:18]([C:21]4[CH:22]=[N:23][N:24]([CH3:26])[CH:25]=4)[CH:19]=[CH:20][C:15]3=[N:14][N:13]=2)=[N:6][CH:7]=1.P([O-])([O-])([O-])=O.[K+].[K+].[K+].[CH3:38][N:39]1[CH2:44][CH2:43][NH:42][CH2:41][CH2:40]1.C1(P(C2CCCCC2)C2C=CC=CC=2C2C(OC)=CC=CC=2OC)CCCCC1. (8) The reactants are: [Br:1][C:2]1[CH:7]=[CH:6][C:5]([C:8]([CH3:15])([CH3:14])[C:9](OCC)=[O:10])=[CH:4][CH:3]=1.[H-].[H-].[H-].[H-].[Li+].[Al+3].O.Cl. Given the product [Br:1][C:2]1[CH:3]=[CH:4][C:5]([C:8]([CH3:15])([CH3:14])[CH2:9][OH:10])=[CH:6][CH:7]=1, predict the reactants needed to synthesize it. (9) The reactants are: C(N(CC)CC)C.Cl.Cl.Cl.[CH3:11][N:12]1[CH2:17][CH2:16][CH:15]([N:18]2[CH2:21][C:20]3([CH2:24][NH:23][CH2:22]3)[CH2:19]2)[CH2:14][CH2:13]1.[C:25]([C:27]1[CH:28]=[C:29]2[C:33](=[CH:34][CH:35]=1)[N:32]([S:36]([C:39]1[CH:44]=[CH:43][C:42]([O:45][CH3:46])=[CH:41][C:40]=1[O:47][CH3:48])(=[O:38])=[O:37])[C:31](=[O:49])[C:30]2([NH:59][C:60](=O)[O:61]C1C=CC=CC=1)[C:50]1[C:51]([O:56][CH2:57][CH3:58])=[N:52][CH:53]=[CH:54][CH:55]=1)#[N:26].C([O-])([O-])=O.[K+].[K+]. Given the product [C:25]([C:27]1[CH:28]=[C:29]2[C:33](=[CH:34][CH:35]=1)[N:32]([S:36]([C:39]1[CH:44]=[CH:43][C:42]([O:45][CH3:46])=[CH:41][C:40]=1[O:47][CH3:48])(=[O:37])=[O:38])[C:31](=[O:49])[C:30]2([NH:59][C:60]([N:23]1[CH2:22][C:20]2([CH2:21][N:18]([CH:15]3[CH2:14][CH2:13][N:12]([CH3:11])[CH2:17][CH2:16]3)[CH2:19]2)[CH2:24]1)=[O:61])[C:50]1[C:51]([O:56][CH2:57][CH3:58])=[N:52][CH:53]=[CH:54][CH:55]=1)#[N:26], predict the reactants needed to synthesize it. (10) Given the product [CH3:1][S:2]([N:5]1[C:9]2=[CH:10][CH:11]=[C:12]3[C:17]([N:16]=[C:15]([C:18]4[CH:19]=[CH:20][C:21]([NH:22][C:45]([NH:44][C:38]5[CH:43]=[CH:42][CH:41]=[CH:40][CH:39]=5)=[O:46])=[CH:23][CH:24]=4)[N:14]=[C:13]3[N:25]3[CH2:30][CH2:29][O:28][CH2:27][CH2:26]3)=[C:8]2[CH:7]=[CH:6]1)(=[O:4])=[O:3], predict the reactants needed to synthesize it. The reactants are: [CH3:1][S:2]([N:5]1[C:9]2=[CH:10][CH:11]=[C:12]3[C:17]([N:16]=[C:15]([C:18]4[CH:24]=[CH:23][C:21]([NH2:22])=[CH:20][CH:19]=4)[N:14]=[C:13]3[N:25]3[CH2:30][CH2:29][O:28][CH2:27][CH2:26]3)=[C:8]2[CH:7]=[CH:6]1)(=[O:4])=[O:3].CCN(CC)CC.[C:38]1([N:44]=[C:45]=[O:46])[CH:43]=[CH:42][CH:41]=[CH:40][CH:39]=1.